From a dataset of Forward reaction prediction with 1.9M reactions from USPTO patents (1976-2016). Predict the product of the given reaction. Given the reactants Cl[C:2]1[CH2:8][CH2:7][O:6][C:5]2[CH:9]=[CH:10][CH:11]=[CH:12][C:4]=2[C:3]=1[CH:13]=O.[SH:15][CH2:16][C:17]([O:19][CH2:20][CH3:21])=[O:18].C(=O)([O-])[O-].[K+].[K+], predict the reaction product. The product is: [CH2:20]([O:19][C:17]([C:16]1[S:15][C:2]2[CH2:8][CH2:7][O:6][C:5]3[CH:9]=[CH:10][CH:11]=[CH:12][C:4]=3[C:3]=2[CH:13]=1)=[O:18])[CH3:21].